This data is from Full USPTO retrosynthesis dataset with 1.9M reactions from patents (1976-2016). The task is: Predict the reactants needed to synthesize the given product. (1) The reactants are: Br[C:2]1[CH:16]=[CH:15][CH:14]=[CH:13][C:3]=1[CH2:4][NH:5]C(=O)OC(C)(C)C.B1(B2OC(C)(C)C(C)(C)O2)OC(C)(C)C(C)(C)O1.C([O-])(=O)C.[K+].[ClH:40].[N:41]12[CH2:48][CH2:47][CH:44]([CH2:45][CH2:46]1)[C@@H:43]([NH:49][C:50]([C:52]1[O:53][C:54]3[C:60](Br)=[CH:59][CH:58]=[CH:57][C:55]=3[CH:56]=1)=[O:51])[CH2:42]2.C(=O)([O-])[O-].[Na+].[Na+]. Given the product [ClH:40].[ClH:40].[NH2:5][CH2:4][C:3]1[CH:13]=[CH:14][CH:15]=[CH:16][C:2]=1[C:60]1[C:54]2[O:53][C:52]([C:50]([NH:49][C@@H:43]3[CH:44]4[CH2:45][CH2:46][N:41]([CH2:48][CH2:47]4)[CH2:42]3)=[O:51])=[CH:56][C:55]=2[CH:57]=[CH:58][CH:59]=1, predict the reactants needed to synthesize it. (2) Given the product [CH:1]1([NH:6][C:7]2[C:12](/[CH:13]=[CH:14]/[S:15]([C:18]3[CH:23]=[CH:22][C:21]([O:24][CH3:25])=[CH:20][CH:19]=3)(=[O:17])=[O:16])=[CH:11][N:10]=[C:9]([NH:40][C:39]3[CH:38]=[CH:37][C:36]([N:33]4[CH2:32][CH2:31][N:30]([CH3:29])[CH2:35][CH2:34]4)=[CH:42][CH:41]=3)[N:8]=2)[CH2:5][CH2:4][CH2:3][CH2:2]1, predict the reactants needed to synthesize it. The reactants are: [CH:1]1([NH:6][C:7]2[C:12](/[CH:13]=[CH:14]/[S:15]([C:18]3[CH:23]=[CH:22][C:21]([O:24][CH3:25])=[CH:20][CH:19]=3)(=[O:17])=[O:16])=[CH:11][N:10]=[C:9](S(C)=O)[N:8]=2)[CH2:5][CH2:4][CH2:3][CH2:2]1.[CH3:29][N:30]1[CH2:35][CH2:34][N:33]([C:36]2[CH:42]=[CH:41][C:39]([NH2:40])=[CH:38][CH:37]=2)[CH2:32][CH2:31]1. (3) The reactants are: [C:1]([C:3]1[CH:4]=[CH:5][C:6]2[NH:12][C:11]3[N:13]=[C:14]([C:17]([F:20])([F:19])[F:18])[CH:15]=[CH:16][C:10]=3[CH2:9][N:8]([S:21]([C:24]3[CH:29]=[CH:28][C:27]([C:30]([CH3:33])([CH3:32])[CH3:31])=[CH:26][CH:25]=3)(=[O:23])=[O:22])[C:7]=2[C:34]=1[CH3:35])#[N:2].O.[OH-].[Li+].[O:39]1CCOCC1.O. Given the product [C:30]([C:27]1[CH:28]=[CH:29][C:24]([S:21]([N:8]2[C:7]3[C:34]([CH3:35])=[C:3]([C:1]([NH2:2])=[O:39])[CH:4]=[CH:5][C:6]=3[NH:12][C:11]3[N:13]=[C:14]([C:17]([F:19])([F:20])[F:18])[CH:15]=[CH:16][C:10]=3[CH2:9]2)(=[O:22])=[O:23])=[CH:25][CH:26]=1)([CH3:31])([CH3:32])[CH3:33], predict the reactants needed to synthesize it. (4) Given the product [Cl:1][C:2]1[N:7]=[C:6]([S:8][CH3:9])[N:5]=[C:4]2[N:10]([CH2:16][O:17][CH2:18][CH2:19][Si:20]([CH3:23])([CH3:22])[CH3:21])[N:11]=[CH:12][C:3]=12, predict the reactants needed to synthesize it. The reactants are: [Cl:1][C:2]1[N:7]=[C:6]([S:8][CH3:9])[N:5]=[C:4]2[NH:10][N:11]=[CH:12][C:3]=12.[H-].[Na+].Cl[CH2:16][O:17][CH2:18][CH2:19][Si:20]([CH3:23])([CH3:22])[CH3:21]. (5) Given the product [CH3:8][C:2]([O:9][C:10]1[CH:15]=[CH:14][C:13]([S:16]([CH3:19])(=[O:18])=[O:17])=[CH:12][N:11]=1)([CH3:1])[C:3]([OH:5])=[O:4], predict the reactants needed to synthesize it. The reactants are: [CH3:1][C:2]([O:9][C:10]1[CH:15]=[CH:14][C:13]([S:16]([CH3:19])(=[O:18])=[O:17])=[CH:12][N:11]=1)([CH3:8])[C:3]([O:5]CC)=[O:4].[OH-].[Na+].